From a dataset of Peptide-MHC class I binding affinity with 185,985 pairs from IEDB/IMGT. Regression. Given a peptide amino acid sequence and an MHC pseudo amino acid sequence, predict their binding affinity value. This is MHC class I binding data. (1) The peptide sequence is NTYLFNILYK. The MHC is HLA-B07:02 with pseudo-sequence HLA-B07:02. The binding affinity (normalized) is 0. (2) The peptide sequence is MHYGYNRAN. The MHC is HLA-B27:03 with pseudo-sequence HLA-B27:03. The binding affinity (normalized) is 0.0847. (3) The peptide sequence is RPALVFDITK. The MHC is HLA-A01:01 with pseudo-sequence HLA-A01:01. The binding affinity (normalized) is 0. (4) The MHC is HLA-A31:01 with pseudo-sequence HLA-A31:01. The binding affinity (normalized) is 0.689. The peptide sequence is RSFAERLDR. (5) The MHC is HLA-A03:01 with pseudo-sequence HLA-A03:01. The binding affinity (normalized) is 0.334. The peptide sequence is FILLLCLIFL. (6) The peptide sequence is VLPVPGASV. The MHC is HLA-A02:03 with pseudo-sequence HLA-A02:03. The binding affinity (normalized) is 0.819.